This data is from Full USPTO retrosynthesis dataset with 1.9M reactions from patents (1976-2016). The task is: Predict the reactants needed to synthesize the given product. (1) Given the product [CH:23]([NH:26][CH2:21][CH2:20][CH2:19][C:17]1[CH:16]=[CH:15][CH:14]=[C:13]2[C:18]=1[C:10]([S:7]([C:1]1[CH:6]=[CH:5][CH:4]=[CH:3][CH:2]=1)(=[O:9])=[O:8])=[CH:11][NH:12]2)([CH3:25])[CH3:24], predict the reactants needed to synthesize it. The reactants are: [C:1]1([S:7]([C:10]2[C:18]3[C:13](=[CH:14][CH:15]=[CH:16][C:17]=3[CH2:19][CH2:20][CH2:21]Cl)[NH:12][CH:11]=2)(=[O:9])=[O:8])[CH:6]=[CH:5][CH:4]=[CH:3][CH:2]=1.[CH:23]([NH2:26])([CH3:25])[CH3:24]. (2) Given the product [Cl:1][C:2]1[N:7]=[C:6]([NH:13][C:12]2[CH:14]=[CH:15][CH:16]=[CH:17][C:11]=2[C:9]#[N:10])[CH:5]=[CH:4][N:3]=1, predict the reactants needed to synthesize it. The reactants are: [Cl:1][C:2]1[N:7]=[C:6](Cl)[CH:5]=[CH:4][N:3]=1.[C:9]([C:11]1[CH:17]=[CH:16][CH:15]=[CH:14][C:12]=1[NH2:13])#[N:10].